This data is from Full USPTO retrosynthesis dataset with 1.9M reactions from patents (1976-2016). The task is: Predict the reactants needed to synthesize the given product. (1) Given the product [C:1]([C:3]1[CH:4]=[C:5]([CH:9]=[CH:10][CH:11]=1)[C:6]([Cl:14])=[O:7])#[CH:2], predict the reactants needed to synthesize it. The reactants are: [C:1]([C:3]1[CH:4]=[C:5]([CH:9]=[CH:10][CH:11]=1)[C:6](O)=[O:7])#[CH:2].S(Cl)([Cl:14])=O. (2) The reactants are: [CH3:1][Si:2]([CH3:9])([CH3:8])N1C=CN=C1.[C:10]1([S:16]([CH2:19][C@H:20]([C@@H:28]2[C@:36]3([CH3:37])[C@H:31]([C@@H:32]([O:38][Si:39]([C:42]([CH3:45])([CH3:44])[CH3:43])([CH3:41])[CH3:40])[CH2:33][CH2:34][CH2:35]3)[CH2:30][CH2:29]2)[CH2:21][CH2:22][CH2:23][C:24]([CH3:27])([OH:26])[CH3:25])(=[O:18])=[O:17])[CH:15]=[CH:14][CH:13]=[CH:12][CH:11]=1. Given the product [C:10]1([S:16]([CH2:19][C@H:20]([C@@H:28]2[C@:36]3([CH3:37])[C@H:31]([C@@H:32]([O:38][Si:39]([C:42]([CH3:45])([CH3:44])[CH3:43])([CH3:40])[CH3:41])[CH2:33][CH2:34][CH2:35]3)[CH2:30][CH2:29]2)[CH2:21][CH2:22][CH2:23][C:24]([CH3:27])([O:26][Si:2]([CH3:9])([CH3:8])[CH3:1])[CH3:25])(=[O:18])=[O:17])[CH:15]=[CH:14][CH:13]=[CH:12][CH:11]=1, predict the reactants needed to synthesize it.